This data is from Forward reaction prediction with 1.9M reactions from USPTO patents (1976-2016). The task is: Predict the product of the given reaction. (1) Given the reactants Cl[C:2]1[N:7]=[C:6]([N:8]2[CH2:12][CH2:11][C@:10]([CH2:15][CH3:16])([C:13]#[N:14])[C:9]2=[O:17])[CH:5]=[CH:4][N:3]=1.[NH2:18][C:19]1[CH:24]=[CH:23][C:22]([C:25]2([CH2:31][OH:32])[CH2:30][CH2:29][O:28][CH2:27][CH2:26]2)=[CH:21][CH:20]=1.C(O)(=O)C, predict the reaction product. The product is: [CH2:15]([C@:10]1([C:13]#[N:14])[CH2:11][CH2:12][N:8]([C:6]2[CH:5]=[CH:4][N:3]=[C:2]([NH:18][C:19]3[CH:24]=[CH:23][C:22]([C:25]4([CH2:31][OH:32])[CH2:30][CH2:29][O:28][CH2:27][CH2:26]4)=[CH:21][CH:20]=3)[N:7]=2)[C:9]1=[O:17])[CH3:16]. (2) Given the reactants [Cl:1][C:2]1[CH:3]=[C:4]([CH:10]=[CH:11][C:12]=1[N:13]1[CH:17]([CH3:18])[CH2:16][O:15][C:14]1=[O:19])[C:5]([O:7]CC)=[O:6].[OH-].[Li+], predict the reaction product. The product is: [Cl:1][C:2]1[CH:3]=[C:4]([CH:10]=[CH:11][C:12]=1[N:13]1[CH:17]([CH3:18])[CH2:16][O:15][C:14]1=[O:19])[C:5]([OH:7])=[O:6]. (3) Given the reactants [S:1]1[CH:5]=[CH:4][CH:3]=[C:2]1[CH:6]=O.[CH3:8][O:9][CH2:10][CH2:11][NH2:12].[C:13]1(=[O:24])[O:19][C:17](=O)[C:16]2=[CH:20][CH:21]=[CH:22][CH:23]=[C:15]2[CH2:14]1.[NH2:25][C:26]1[CH:31]=[CH:30][CH:29]=[CH:28][C:27]=1[C:32]1[CH:37]=[CH:36][CH:35]=[CH:34][CH:33]=1, predict the reaction product. The product is: [C:27]1([C:32]2[CH:33]=[CH:34][CH:35]=[CH:36][CH:37]=2)[CH:28]=[CH:29][CH:30]=[CH:31][C:26]=1[NH:25][C:13]([CH:14]1[C:15]2[C:16](=[CH:20][CH:21]=[CH:22][CH:23]=2)[C:17](=[O:19])[N:12]([CH2:11][CH2:10][O:9][CH3:8])[CH:6]1[C:2]1[S:1][CH:5]=[CH:4][CH:3]=1)=[O:24]. (4) Given the reactants N[C:2]1[CH:7]=[CH:6][C:5](C#N)=[CH:4][N:3]=1.[N-:10]=[N+:11]=[N-:12].[Na+].[NH4+:14].[Cl-].C[N:17]([CH:19]=O)C, predict the reaction product. The product is: [NH:10]1[C:19]([C:2]2[N:3]=[CH:4][C:5]([NH2:14])=[CH:6][CH:7]=2)=[N:17][N:12]=[N:11]1. (5) Given the reactants COC[O:4][C:5]1[CH:6]=[C:7]2[C:12](=[CH:13][CH:14]=1)[CH:11]=[C:10]([CH2:15][CH2:16]/[C:17](/[C:24]1[CH:33]=[CH:32][C:31]3[C:26](=[CH:27][CH:28]=[CH:29][CH:30]=3)[CH:25]=1)=[CH:18]\[C:19]([O:21][CH2:22][CH3:23])=[O:20])[CH:9]=[CH:8]2.Cl, predict the reaction product. The product is: [OH:4][C:5]1[CH:6]=[C:7]2[C:12](=[CH:13][CH:14]=1)[CH:11]=[C:10]([CH2:15][CH2:16]/[C:17](/[C:24]1[CH:33]=[CH:32][C:31]3[C:26](=[CH:27][CH:28]=[CH:29][CH:30]=3)[CH:25]=1)=[CH:18]\[C:19]([O:21][CH2:22][CH3:23])=[O:20])[CH:9]=[CH:8]2.